Dataset: Catalyst prediction with 721,799 reactions and 888 catalyst types from USPTO. Task: Predict which catalyst facilitates the given reaction. (1) Reactant: [CH3:1][C:2]1[C:6]([C:7]2[C:16]3[O:15][CH:14]([C:17](O)=[O:18])[CH:13]([C:20]4[CH:25]=[CH:24][CH:23]=[CH:22][CH:21]=4)[N:12]4[C:26](=[O:28])[NH:27][C:10]([C:11]=34)=[CH:9][CH:8]=2)=[C:5]([CH3:29])[O:4][N:3]=1.[CH3:30][CH2:31][N:32](C(C)C)C(C)C.CN(C(ON1N=NC2C=CC=NC1=2)=[N+](C)C)C.F[P-](F)(F)(F)(F)F.CN.C1COCC1. Product: [CH3:1][C:2]1[C:6]([C:7]2[C:16]3[O:15][CH:14]([C:17]([NH:32][CH2:31][CH3:30])=[O:18])[CH:13]([C:20]4[CH:21]=[CH:22][CH:23]=[CH:24][CH:25]=4)[N:12]4[C:26](=[O:28])[NH:27][C:10]([C:11]=34)=[CH:9][CH:8]=2)=[C:5]([CH3:29])[O:4][N:3]=1. The catalyst class is: 31. (2) Reactant: [C:1]([O:5][C:6]([NH:8][C@@H:9]([CH2:13][C:14]1[CH:19]=[CH:18][C:17]([CH:20]2[S:24](=[O:26])(=[O:25])[NH:23][C:22](=[O:27])[CH2:21]2)=[C:16]([F:28])[CH:15]=1)[C:10](O)=[O:11])=[O:7])([CH3:4])([CH3:3])[CH3:2].F[P-](F)(F)(F)(F)F.N1(O[P+](N(C)C)(N(C)C)N(C)C)C2C=CC=CC=2N=N1.C(N(CC)C(C)C)(C)C.Cl.[NH2:66][CH2:67][CH2:68][CH2:69][CH2:70][CH2:71][O:72][C:73]1[CH:82]=[CH:81][CH:80]=[C:79]([OH:83])[C:74]=1[C:75]([O:77][CH3:78])=[O:76]. Product: [C:1]([O:5][C:6]([NH:8][C@@H:9]([CH2:13][C:14]1[CH:19]=[CH:18][C:17]([CH:20]2[S:24](=[O:25])(=[O:26])[NH:23][C:22](=[O:27])[CH2:21]2)=[C:16]([F:28])[CH:15]=1)[C:10]([NH:66][CH2:67][CH2:68][CH2:69][CH2:70][CH2:71][O:72][C:73]1[CH:82]=[CH:81][CH:80]=[C:79]([OH:83])[C:74]=1[C:75]([O:77][CH3:78])=[O:76])=[O:11])=[O:7])([CH3:3])([CH3:2])[CH3:4]. The catalyst class is: 3.